Dataset: Peptide-MHC class I binding affinity with 185,985 pairs from IEDB/IMGT. Task: Regression. Given a peptide amino acid sequence and an MHC pseudo amino acid sequence, predict their binding affinity value. This is MHC class I binding data. (1) The peptide sequence is ATNNVFRLK. The MHC is HLA-B15:01 with pseudo-sequence HLA-B15:01. The binding affinity (normalized) is 0.0847. (2) The peptide sequence is IRLRPGGKK. The MHC is HLA-B54:01 with pseudo-sequence HLA-B54:01. The binding affinity (normalized) is 0. (3) The peptide sequence is NLWNGIVPT. The MHC is HLA-A02:01 with pseudo-sequence HLA-A02:01. The binding affinity (normalized) is 0.884. (4) The MHC is HLA-A23:01 with pseudo-sequence HLA-A23:01. The binding affinity (normalized) is 0.255. The peptide sequence is IYMLAGNYS. (5) The peptide sequence is FSDARLAKL. The MHC is HLA-B15:01 with pseudo-sequence HLA-B15:01. The binding affinity (normalized) is 0.0847. (6) The peptide sequence is SVMPAWQEK. The MHC is HLA-B07:02 with pseudo-sequence HLA-B07:02. The binding affinity (normalized) is 0.0847. (7) The peptide sequence is HPLSHFVNL. The MHC is HLA-B08:01 with pseudo-sequence HLA-B08:01. The binding affinity (normalized) is 0.315. (8) The peptide sequence is IIFWFSLEI. The MHC is HLA-A02:06 with pseudo-sequence HLA-A02:06. The binding affinity (normalized) is 0.858. (9) The peptide sequence is SVQWFRLPR. The MHC is HLA-B15:42 with pseudo-sequence HLA-B15:42. The binding affinity (normalized) is 0.213. (10) The peptide sequence is PLHILASNK. The MHC is HLA-A33:01 with pseudo-sequence HLA-A33:01. The binding affinity (normalized) is 0.